This data is from Forward reaction prediction with 1.9M reactions from USPTO patents (1976-2016). The task is: Predict the product of the given reaction. (1) Given the reactants [CH3:1][O:2][C:3](=[O:31])[CH:4]([C:9]1[CH:14]=[C:13]([O:15][S:16]([C:19]([F:22])([F:21])[F:20])(=[O:18])=[O:17])[CH:12]=[C:11](OCC2C=CC=CC=2)[CH:10]=1)[CH2:5][C:6]([CH3:8])=[CH2:7].[Cl:32][C:33]1[C:38]([C:39]([F:42])([F:41])[F:40])=[CH:37][C:36](B(O)O)=[CH:35][CH:34]=1, predict the reaction product. The product is: [CH3:1][O:2][C:3](=[O:31])[CH:4]([C:9]1[CH:10]=[C:11]([C:36]2[CH:35]=[CH:34][C:33]([Cl:32])=[C:38]([C:39]([F:42])([F:41])[F:40])[CH:37]=2)[CH:12]=[C:13]([O:15][S:16]([C:19]([F:22])([F:20])[F:21])(=[O:17])=[O:18])[CH:14]=1)[CH2:5][CH:6]([CH3:7])[CH3:8]. (2) Given the reactants [CH3:1][O:2][C:3]1[C:8]([CH3:9])=[CH:7][N:6]=[C:5]([CH2:10]O)[C:4]=1[CH3:12].[C:13]1(=[O:23])[NH:17][C:16](=[O:18])[C:15]2=[CH:19][CH:20]=[CH:21][CH:22]=[C:14]12.C1C=CC(P(C2C=CC=CC=2)C2C=CC=CC=2)=CC=1.CC(OC(/N=N/C(OC(C)C)=O)=O)C, predict the reaction product. The product is: [CH3:1][O:2][C:3]1[C:8]([CH3:9])=[CH:7][N:6]=[C:5]([CH2:10][N:17]2[C:13](=[O:23])[C:14]3[C:15](=[CH:19][CH:20]=[CH:21][CH:22]=3)[C:16]2=[O:18])[C:4]=1[CH3:12]. (3) Given the reactants O[CH2:2][CH2:3][CH2:4][C@@H:5]1[CH2:10][N:9]([C:11]([O:13][CH2:14][C:15]2[CH:20]=[CH:19][CH:18]=[CH:17][CH:16]=2)=[O:12])[CH2:8][CH2:7][N:6]1C(OC(C)(C)C)=O.[CH3:28][C:29]1[NH:33][N:32]=[C:31]([C:34]([O:36][CH2:37][CH3:38])=[O:35])[CH:30]=1.C(P(C(C)(C)C)C(C)(C)C)(C)(C)C.C1CCN(C(N=NC(N2CCCCC2)=O)=O)CC1.C(=O)([O-])O.[Na+], predict the reaction product. The product is: [CH2:37]([O:36][C:34]([C:31]1[N:32]([CH2:2][CH2:3][CH2:4][C@H:5]2[NH:6][CH2:7][CH2:8][N:9]([C:11]([O:13][CH2:14][C:15]3[CH:16]=[CH:17][CH:18]=[CH:19][CH:20]=3)=[O:12])[CH2:10]2)[N:33]=[C:29]([CH3:28])[CH:30]=1)=[O:35])[CH3:38]. (4) Given the reactants [Br:1][C:2]1[C:8]([F:9])=[CH:7][CH:6]=[CH:5][C:3]=1[NH2:4].C(=O)([O-])[O-].[K+].[K+].O.[C:17](Cl)(=[O:26])[CH:18]=[CH:19][C:20]1[CH:25]=[CH:24][CH:23]=[CH:22][CH:21]=1, predict the reaction product. The product is: [Br:1][C:2]1[C:8]([F:9])=[CH:7][CH:6]=[CH:5][C:3]=1[NH:4][C:17](=[O:26])[CH:18]=[CH:19][C:20]1[CH:25]=[CH:24][CH:23]=[CH:22][CH:21]=1. (5) Given the reactants [F:1][C:2]1[CH:10]=[C:9]([F:11])[CH:8]=[C:7]([NH:12][C:13]2[C:14]3[CH:37]=[CH:36][N:35](S(C4C=CC(C)=CC=4)(=O)=O)[C:15]=3[N:16]=[C:17]([NH:19][C:20]3[CH:25]=[CH:24][C:23]([N:26]4[CH2:31][CH2:30][O:29][CH2:28][C@@H:27]4[CH3:32])=[CH:22][C:21]=3[O:33][CH3:34])[N:18]=2)[C:3]=1[C:4]([NH2:6])=[O:5].[OH-].[Na+], predict the reaction product. The product is: [F:1][C:2]1[CH:10]=[C:9]([F:11])[CH:8]=[C:7]([NH:12][C:13]2[N:18]=[C:17]([NH:19][C:20]3[CH:25]=[CH:24][C:23]([N:26]4[CH2:31][CH2:30][O:29][CH2:28][C@@H:27]4[CH3:32])=[CH:22][C:21]=3[O:33][CH3:34])[NH:16][C:15]3=[N:35][CH:36]=[CH:37][C:14]=23)[C:3]=1[C:4]([NH2:6])=[O:5]. (6) Given the reactants [C:1]([C:5]1[CH:6]=[C:7]([NH:50][S:51]([CH3:54])(=[O:53])=[O:52])[C:8]([O:48][CH3:49])=[C:9]([NH:11][C:12](=[O:47])[NH:13][C:14]2[C:23]3[C:18](=[CH:19][CH:20]=[CH:21][CH:22]=3)[C:17]([O:24][C:25]3[CH:30]=[CH:29][N:28]=[C:27]([NH:31][C:32]4[CH:44]=[CH:43][C:35]([CH2:36][P:37]([CH3:42])(=[O:41])[O:38]CC)=[C:34]([O:45][CH3:46])[CH:33]=4)[CH:26]=3)=[CH:16][CH:15]=2)[CH:10]=1)([CH3:4])([CH3:3])[CH3:2].[OH-].[Na+].C(O)(=O)C, predict the reaction product. The product is: [C:1]([C:5]1[CH:6]=[C:7]([NH:50][S:51]([CH3:54])(=[O:52])=[O:53])[C:8]([O:48][CH3:49])=[C:9]([NH:11][C:12](=[O:47])[NH:13][C:14]2[C:23]3[C:18](=[CH:19][CH:20]=[CH:21][CH:22]=3)[C:17]([O:24][C:25]3[CH:30]=[CH:29][N:28]=[C:27]([NH:31][C:32]4[CH:44]=[CH:43][C:35]([CH2:36][P:37]([CH3:42])(=[O:38])[OH:41])=[C:34]([O:45][CH3:46])[CH:33]=4)[CH:26]=3)=[CH:16][CH:15]=2)[CH:10]=1)([CH3:4])([CH3:2])[CH3:3].